From a dataset of Full USPTO retrosynthesis dataset with 1.9M reactions from patents (1976-2016). Predict the reactants needed to synthesize the given product. (1) Given the product [F:26][C:20]1[CH:21]=[C:22]([F:25])[CH:23]=[CH:24][C:19]=1[N:17]([CH3:18])[C:15]([C:13]1[S:14][C:5]2[C:4]3[CH:3]=[C:2]([CH:34]=[O:35])[CH:11]=[CH:10][C:9]=3[O:8][CH2:7][C:6]=2[CH:12]=1)=[O:16], predict the reactants needed to synthesize it. The reactants are: Br[C:2]1[CH:11]=[CH:10][C:9]2[O:8][CH2:7][C:6]3[CH:12]=[C:13]([C:15]([N:17]([C:19]4[CH:24]=[CH:23][C:22]([F:25])=[CH:21][C:20]=4[F:26])[CH3:18])=[O:16])[S:14][C:5]=3[C:4]=2[CH:3]=1.[Li]CCCC.CN(C)[CH:34]=[O:35].[Cl-].[NH4+]. (2) Given the product [F:20][C:16]1[CH:17]=[C:12]([C:10]2[N:11]=[C:6]3[CH:5]=[CH:4][C:3]([O:2][CH3:1])=[CH:8][N:7]3[CH:9]=2)[CH:13]=[N:14][C:15]=1[O:18][CH3:19], predict the reactants needed to synthesize it. The reactants are: [CH3:1][O:2][C:3]1[CH:4]=[CH:5][C:6]2[N:7]([CH:9]=[C:10]([C:12]3[CH:13]=[N:14][C:15]([O:18][CH3:19])=[CH:16][CH:17]=3)[N:11]=2)[CH:8]=1.[F:20]C1C=C(B(O)O)C=NC=1OC. (3) Given the product [C:63]1([C:61]([N:58]2[CH2:57][CH2:56][C:55]([CH:53]3[CH2:54][N:51]([C:10]([C:8]4[S:7][C:6]5[CH:13]=[CH:14][C:3]([C:2]([F:1])([F:16])[F:15])=[CH:4][C:5]=5[CH:9]=4)=[O:12])[CH2:52]3)([OH:69])[CH2:60][CH2:59]2)=[O:62])[CH:68]=[CH:67][CH:66]=[CH:65][CH:64]=1, predict the reactants needed to synthesize it. The reactants are: [F:1][C:2]([F:16])([F:15])[C:3]1[CH:14]=[CH:13][C:6]2[S:7][C:8]([C:10]([OH:12])=O)=[CH:9][C:5]=2[CH:4]=1.CCN(C(C)C)C(C)C.CN(C(ON1N=NC2C=CC=CC1=2)=[N+](C)C)C.F[P-](F)(F)(F)(F)F.Cl.[NH:51]1[CH2:54][CH:53]([C:55]2([OH:69])[CH2:60][CH2:59][N:58]([C:61]([C:63]3[CH:68]=[CH:67][CH:66]=[CH:65][CH:64]=3)=[O:62])[CH2:57][CH2:56]2)[CH2:52]1.